Dataset: Forward reaction prediction with 1.9M reactions from USPTO patents (1976-2016). Task: Predict the product of the given reaction. (1) Given the reactants [CH2:1]([N:8]([CH3:41])[C:9]1[C:14]([CH2:15][CH2:16][O:17][Si](C(C)(C)C)(C)C)=[CH:13][C:12]([N:25]2[CH2:29][C@H:28]([CH2:30][NH:31][C:32](=[O:38])[O:33][C:34]([CH3:37])([CH3:36])[CH3:35])[O:27][C:26]2=[O:39])=[CH:11][C:10]=1[F:40])[C:2]1[CH:7]=[CH:6][CH:5]=[CH:4][CH:3]=1.CCN(CC)CC, predict the reaction product. The product is: [CH2:1]([N:8]([CH3:41])[C:9]1[C:14]([CH2:15][CH2:16][OH:17])=[CH:13][C:12]([N:25]2[CH2:29][C@H:28]([CH2:30][NH:31][C:32](=[O:38])[O:33][C:34]([CH3:35])([CH3:36])[CH3:37])[O:27][C:26]2=[O:39])=[CH:11][C:10]=1[F:40])[C:2]1[CH:3]=[CH:4][CH:5]=[CH:6][CH:7]=1. (2) Given the reactants C([N:8]1[CH:13]2[CH:14]([OH:18])[C:15](=[O:17])[CH2:16][CH:9]1[CH2:10][O:11][CH2:12]2)C1C=CC=CC=1.[CH3:31][C:30]([O:29][C:27](O[C:27]([O:29][C:30]([CH3:33])([CH3:32])[CH3:31])=[O:28])=[O:28])([CH3:33])[CH3:32], predict the reaction product. The product is: [OH:18][CH:14]1[C:15](=[O:17])[CH2:16][CH:9]2[N:8]([C:27]([O:29][C:30]([CH3:31])([CH3:32])[CH3:33])=[O:28])[CH:13]1[CH2:12][O:11][CH2:10]2.